This data is from Forward reaction prediction with 1.9M reactions from USPTO patents (1976-2016). The task is: Predict the product of the given reaction. (1) Given the reactants [Cl:1][C:2]1[C:7]([Cl:8])=[C:6]([C:9]([OH:18])([C:14]([F:17])([F:16])[F:15])[C:10]([F:13])([F:12])[F:11])[CH:5]=[CH:4][C:3]=1[C:19]1[S:23][C:22]([C:24]([N:26]2CCSC[CH2:27]2)=[O:25])=[N:21][C:20]=1[C:32]([O:34][C:35]([CH3:38])([CH3:37])[CH3:36])=[O:33].[NH2:39][C:40](=[O:60])[C:41](C)([CH3:58])[CH2:42]NC(C1SC=C(C(OC(C)(C)C)=O)N=1)=O.N1(C(C2SC=C(C(OC(C)(C)C)=O)N=2)=O)CCSCC1, predict the reaction product. The product is: [NH2:39][C:40](=[O:60])[C:41]([CH3:58])([CH3:42])[CH2:27][NH:26][C:24]([C:22]1[S:23][C:19]([C:3]2[CH:4]=[CH:5][C:6]([C:9]([OH:18])([C:10]([F:12])([F:11])[F:13])[C:14]([F:16])([F:17])[F:15])=[C:7]([Cl:8])[C:2]=2[Cl:1])=[C:20]([C:32]([O:34][C:35]([CH3:37])([CH3:38])[CH3:36])=[O:33])[N:21]=1)=[O:25]. (2) The product is: [Cl:20][C:21]1[CH:26]=[C:25]([CH2:27][NH:28][C:29]([C@@H:31]2[CH2:35][C@@H:34]([F:36])[CH2:33][N:32]2[C:37]([O:39][C:40]([CH3:43])([CH3:42])[CH3:41])=[O:38])=[O:30])[CH:24]=[C:23]([C:9]2[CH:14]=[N:13][C:12]([C:15]([F:16])([F:17])[F:18])=[N:11][CH:10]=2)[N:22]=1. Given the reactants CC1(C)C(C)(C)OB([C:9]2[CH:10]=[N:11][C:12]([C:15]([F:18])([F:17])[F:16])=[N:13][CH:14]=2)O1.[Cl:20][C:21]1[CH:26]=[C:25]([CH2:27][NH:28][C:29]([C@@H:31]2[CH2:35][C@@H:34]([F:36])[CH2:33][N:32]2[C:37]([O:39][C:40]([CH3:43])([CH3:42])[CH3:41])=[O:38])=[O:30])[CH:24]=[C:23](Cl)[N:22]=1.C(=O)([O-])[O-].[Cs+].[Cs+], predict the reaction product.